Dataset: Catalyst prediction with 721,799 reactions and 888 catalyst types from USPTO. Task: Predict which catalyst facilitates the given reaction. (1) Reactant: [CH:1]1([N:5]2[CH2:10][CH2:9][CH:8]([O:11][CH:12]3[CH2:17][CH2:16][N:15](C(OC(C)(C)C)=O)[CH2:14][CH2:13]3)[CH2:7][CH2:6]2)[CH2:4][CH2:3][CH2:2]1.Cl. Product: [CH:1]1([N:5]2[CH2:10][CH2:9][CH:8]([O:11][CH:12]3[CH2:17][CH2:16][NH:15][CH2:14][CH2:13]3)[CH2:7][CH2:6]2)[CH2:4][CH2:3][CH2:2]1. The catalyst class is: 5. (2) Reactant: [C:1]([O:5][C:6]([NH:8][C:9]1([CH2:17][CH2:18][C:19]2[CH:24]=[CH:23][C:22]([CH2:25][CH2:26][CH2:27][CH2:28][CH2:29]O)=[CH:21][CH:20]=2)[CH2:14][O:13][C:12]([CH3:16])([CH3:15])[O:11][CH2:10]1)=[O:7])([CH3:4])([CH3:3])[CH3:2].C(N(CC)C(C)C)(C)C.CS(Cl)(=O)=O.[I-].[Li+].[N-:47]=[N+:48]=[N-:49].[Na+]. Product: [C:1]([O:5][C:6]([NH:8][C:9]1([CH2:17][CH2:18][C:19]2[CH:24]=[CH:23][C:22]([CH2:25][CH2:26][CH2:27][CH2:28][CH2:29][N:47]=[N+:48]=[N-:49])=[CH:21][CH:20]=2)[CH2:14][O:13][C:12]([CH3:16])([CH3:15])[O:11][CH2:10]1)=[O:7])([CH3:4])([CH3:3])[CH3:2]. The catalyst class is: 34. (3) Reactant: [C:1]([O:5][C:6]([N:8]1[CH2:15][CH2:14][CH2:13][C@H:9]1[C:10]([OH:12])=[O:11])=[O:7])([CH3:4])([CH3:3])[CH3:2].CCN(C(C)C)C(C)C.Br[CH2:26][C:27]([C:29]1[CH:34]=[CH:33][C:32]([O:35][CH3:36])=[CH:31][CH:30]=1)=[O:28]. Product: [N:8]1([C:6]([O:5][C:1]([CH3:4])([CH3:2])[CH3:3])=[O:7])[CH2:15][CH2:14][CH2:13][C@H:9]1[C:10]([O:12][CH2:26][C:27]([C:29]1[CH:34]=[CH:33][C:32]([O:35][CH3:36])=[CH:31][CH:30]=1)=[O:28])=[O:11]. The catalyst class is: 2. (4) Reactant: Cl[C:2]1[C:7]([C:8]#[N:9])=[C:6]([NH:10][CH2:11][CH2:12][OH:13])[N:5]=[C:4]([NH:14][CH2:15][C:16]2[CH:17]=[N:18][CH:19]=[CH:20][CH:21]=2)[N:3]=1.[F:22][C:23]1[CH:28]=[CH:27][C:26]([CH:29]2[CH2:34][CH2:33][NH:32][CH2:31][CH2:30]2)=[CH:25][CH:24]=1.C(N(C(C)C)C(C)C)C. Product: [F:22][C:23]1[CH:28]=[CH:27][C:26]([CH:29]2[CH2:30][CH2:31][N:32]([C:2]3[C:7]([C:8]#[N:9])=[C:6]([NH:10][CH2:11][CH2:12][OH:13])[N:5]=[C:4]([NH:14][CH2:15][C:16]4[CH:17]=[N:18][CH:19]=[CH:20][CH:21]=4)[N:3]=3)[CH2:33][CH2:34]2)=[CH:25][CH:24]=1. The catalyst class is: 12. (5) The catalyst class is: 2. Reactant: [Cl:1][C:2]1[CH:3]=[C:4]([CH2:23]O)[CH:5]=[CH:6][C:7]=1[O:8][CH:9]1[CH2:14][CH2:13][N:12]([C:15]2[N:20]=[CH:19][C:18]([CH2:21][CH3:22])=[CH:17][N:16]=2)[CH2:11][CH2:10]1.C(N(C(C)C)CC)(C)C.CS([Cl:38])(=O)=O. Product: [Cl:1][C:2]1[CH:3]=[C:4]([CH2:23][Cl:38])[CH:5]=[CH:6][C:7]=1[O:8][CH:9]1[CH2:14][CH2:13][N:12]([C:15]2[N:20]=[CH:19][C:18]([CH2:21][CH3:22])=[CH:17][N:16]=2)[CH2:11][CH2:10]1. (6) Reactant: [N:1]1[S:5][N:4]=[C:3]2[CH:6]=[C:7]([CH:10]=O)[CH:8]=[CH:9][C:2]=12.[Br:12][C:13]1[CH:18]=[CH:17][CH:16]=[CH:15][C:14]=1[N:19]=[C:20]1[NH:24][C:23](=[O:25])[CH2:22][S:21]1.C(O[Na])(C)=O.O. Product: [N:1]1[S:5][N:4]=[C:3]2[CH:6]=[C:7]([CH:10]=[C:22]3[S:21][C:20](=[N:19][C:14]4[CH:15]=[CH:16][CH:17]=[CH:18][C:13]=4[Br:12])[NH:24][C:23]3=[O:25])[CH:8]=[CH:9][C:2]=12. The catalyst class is: 52. (7) Reactant: C([O:3][C:4](=[CH:8][C:9]1([C:12]2[CH:17]=[CH:16][CH:15]=[CH:14][C:13]=2[Cl:18])[CH2:11][CH2:10]1)[C:5]([OH:7])=[O:6])C.C(O)(=O)C.O. Product: [Cl:18][C:13]1[CH:14]=[CH:15][CH:16]=[CH:17][C:12]=1[C:9]1([CH2:8][C:4](=[O:3])[C:5]([OH:7])=[O:6])[CH2:11][CH2:10]1. The catalyst class is: 65. (8) Reactant: O.[OH-].[Li+].[NH2:4][C:5]([C:7]1[N:12]=[C:11]([C:13]2[CH:18]=[CH:17][C:16]([C@H:19]3[CH2:24][CH2:23][C@H:22]([C:25]([O:27]C)=[O:26])[CH2:21][CH2:20]3)=[CH:15][CH:14]=2)[C:10]([CH3:29])=[N:9][CH:8]=1)=[O:6]. Product: [NH2:4][C:5]([C:7]1[N:12]=[C:11]([C:13]2[CH:14]=[CH:15][C:16]([C@H:19]3[CH2:20][CH2:21][C@H:22]([C:25]([OH:27])=[O:26])[CH2:23][CH2:24]3)=[CH:17][CH:18]=2)[C:10]([CH3:29])=[N:9][CH:8]=1)=[O:6]. The catalyst class is: 200.